Dataset: Full USPTO retrosynthesis dataset with 1.9M reactions from patents (1976-2016). Task: Predict the reactants needed to synthesize the given product. (1) Given the product [CH:8]([C:7]1[CH:10]=[CH:11][C:4]([C:1]([N:23]([CH2:24][CH3:25])[CH2:21][CH3:22])=[O:3])=[CH:5][CH:6]=1)=[O:9], predict the reactants needed to synthesize it. The reactants are: [C:1]([C:4]1[CH:11]=[CH:10][C:7]([CH:8]=[O:9])=[CH:6][CH:5]=1)([OH:3])=O.CN(C)C=O.S(Cl)(Cl)=O.[CH2:21]([NH:23][CH2:24][CH3:25])[CH3:22]. (2) Given the product [Br:1][CH2:4][CH:5]1[CH2:7][CH:6]1[C:8]([O:10][CH2:11][CH3:12])=[O:9], predict the reactants needed to synthesize it. The reactants are: [Br:1]Br.O[CH2:4][CH:5]1[CH2:7][CH:6]1[C:8]([O:10][CH2:11][CH3:12])=[O:9].C1(P(C2C=CC=CC=2)C2C=CC=CC=2)C=CC=CC=1.C(=O)(O)[O-].[Na+]. (3) Given the product [Cl:17][C:2]1[S:3][CH:4]=[C:5]([C:7]([O:9][CH2:10][CH3:11])=[O:8])[N:6]=1, predict the reactants needed to synthesize it. The reactants are: N[C:2]1[S:3][CH:4]=[C:5]([C:7]([O:9][CH2:10][CH3:11])=[O:8])[N:6]=1.S(=O)(=O)(O)O.[Cl-:17].[Na+].N([O-])=O.[Na+].